Dataset: Catalyst prediction with 721,799 reactions and 888 catalyst types from USPTO. Task: Predict which catalyst facilitates the given reaction. Reactant: [CH3:1][N:2]1[C:6](/[CH:7]=[CH:8]/[C:9]([O:11]CC)=[O:10])=[CH:5][C:4]([O:14][CH2:15][C:16]2[C:17]([CH3:31])=[N:18][N:19]([C:21]3[CH:26]=[CH:25][C:24]([C:27]([F:30])([F:29])[F:28])=[CH:23][N:22]=3)[CH:20]=2)=[N:3]1. Product: [CH3:1][N:2]1[C:6]([CH2:7][CH2:8][C:9]([OH:11])=[O:10])=[CH:5][C:4]([O:14][CH2:15][C:16]2[C:17]([CH3:31])=[N:18][N:19]([C:21]3[CH:26]=[CH:25][C:24]([C:27]([F:28])([F:29])[F:30])=[CH:23][N:22]=3)[CH:20]=2)=[N:3]1. The catalyst class is: 481.